From a dataset of Peptide-MHC class I binding affinity with 185,985 pairs from IEDB/IMGT. Regression. Given a peptide amino acid sequence and an MHC pseudo amino acid sequence, predict their binding affinity value. This is MHC class I binding data. (1) The peptide sequence is YQHLHTAPK. The MHC is HLA-A26:01 with pseudo-sequence HLA-A26:01. The binding affinity (normalized) is 0.0847. (2) The peptide sequence is FLAFVVFLLV. The MHC is HLA-A02:06 with pseudo-sequence HLA-A02:06. The binding affinity (normalized) is 0.261. (3) The peptide sequence is LCSEKPVMHY. The MHC is HLA-A26:01 with pseudo-sequence HLA-A26:01. The binding affinity (normalized) is 0. (4) The MHC is HLA-B35:01 with pseudo-sequence HLA-B35:01. The binding affinity (normalized) is 1.00. The peptide sequence is YPQLSAIAL. (5) The peptide sequence is NTIRNYFHL. The MHC is H-2-Kb with pseudo-sequence H-2-Kb. The binding affinity (normalized) is 0.748. (6) The peptide sequence is FTVQADMGCV. The MHC is HLA-B51:01 with pseudo-sequence HLA-B51:01. The binding affinity (normalized) is 0.